Dataset: Catalyst prediction with 721,799 reactions and 888 catalyst types from USPTO. Task: Predict which catalyst facilitates the given reaction. (1) Reactant: Br[C:2]1[C:3]([C:25]2[CH:30]=[CH:29][N:28]=[CH:27][CH:26]=2)=[C:4]([C:17]2[CH:22]=[CH:21][C:20]([F:23])=[C:19]([F:24])[CH:18]=2)[N:5]([Si](C(C)C)(C(C)C)C(C)C)[CH:6]=1.[C:31]([C:35]1[CH:40]=[CH:39][C:38]([C@H:41]2[CH2:49][N:48]3[C@H:43]([CH2:44][C:45](=O)[CH2:46][CH2:47]3)[CH2:42]2)=[CH:37][CH:36]=1)([CH3:34])([CH3:33])[CH3:32].C(OCC)(=O)C. Product: [C:31]([C:35]1[CH:40]=[CH:39][C:38]([C@H:41]2[CH2:49][N:48]3[C@H:43]([CH:44]=[C:45]([C:2]4[C:3]([C:25]5[CH:26]=[CH:27][N:28]=[CH:29][CH:30]=5)=[C:4]([C:17]5[CH:22]=[CH:21][C:20]([F:23])=[C:19]([F:24])[CH:18]=5)[NH:5][CH:6]=4)[CH2:46][CH2:47]3)[CH2:42]2)=[CH:37][CH:36]=1)([CH3:34])([CH3:32])[CH3:33]. The catalyst class is: 5. (2) The catalyst class is: 24. Product: [C:15]([O:14][C:12]([NH:11][CH2:10][C:7]1[CH:8]=[CH:9][C:4]([C:3]([OH:22])=[O:2])=[C:5]([N+:19]([O-:21])=[O:20])[CH:6]=1)=[O:13])([CH3:18])([CH3:16])[CH3:17]. Reactant: C[O:2][C:3](=[O:22])[C:4]1[CH:9]=[CH:8][C:7]([CH2:10][NH:11][C:12]([O:14][C:15]([CH3:18])([CH3:17])[CH3:16])=[O:13])=[CH:6][C:5]=1[N+:19]([O-:21])=[O:20].[OH-].[Li+].CCOCC. (3) Reactant: [CH2:1]([C@H:6]1[CH2:11][CH2:10][C@H:9]([C@H:12]2[CH2:17][CH2:16][C@H:15]([CH:18]3[O:21][C:20](=[O:22])[CH2:19]3)[CH2:14][CH2:13]2)[CH2:8][CH2:7]1)[CH2:2][CH2:3][CH2:4][CH3:5].[CH2:23]([C@H:28]1[CH2:33][CH2:32][C@H:31]([C@@H:34]2[CH2:39][CH2:38][C@H:37]([CH:40]3[O:43][C:42](=[O:44])[CH2:41]3)[CH2:36][CH2:35]2)[CH2:30][CH2:29]1)[CH2:24][CH2:25][CH2:26][CH3:27]. Product: [CH2:1]([C@H:6]1[CH2:7][CH2:8][C@H:9]([C@H:12]2[CH2:17][CH2:16][C@H:15]([CH:18]3[O:21][C:20](=[O:22])[CH2:19]3)[CH2:14][CH2:13]2)[CH2:10][CH2:11]1)[CH2:2][CH2:3][CH2:4][CH3:5].[CH2:23]([C@H:28]1[CH2:29][CH2:30][C@H:31]([C@@H:34]2[CH2:39][CH2:38][C@H:37]([CH:40]3[O:43][C:42](=[O:44])[CH2:41]3)[CH2:36][CH2:35]2)[CH2:32][CH2:33]1)[CH2:24][CH2:25][CH2:26][CH3:27]. The catalyst class is: 13. (4) Reactant: [ClH:1].[CH3:2][N:3]([CH3:24])[CH:4]1[CH2:9][CH2:8][N:7]([C:10](=[O:23])[CH2:11][CH2:12][C:13]2[N:14]([CH2:18][C:19]([O:21][CH3:22])=[O:20])[CH:15]=[CH:16][N:17]=2)[CH2:6][CH2:5]1. Product: [ClH:1].[CH3:24][N:3]([CH3:2])[CH:4]1[CH2:9][CH2:8][N:7]([C:10](=[O:23])[CH2:11][CH2:12][C:13]2[N:14]([CH2:18][C:19]([O:21][CH3:22])=[O:20])[CH:15]=[CH:16][N:17]=2)[CH2:6][CH2:5]1. The catalyst class is: 27. (5) Reactant: [C:1]([CH:4]([CH2:9][C:10]([O:12][CH3:13])=[O:11])[C:5]([O:7]C)=O)(=O)[CH3:2].[NH2:14][C:15]1[CH:19]=[CH:18][NH:17][N:16]=1. Product: [OH:7][C:5]1[N:16]2[N:17]=[CH:18][CH:19]=[C:15]2[N:14]=[C:1]([CH3:2])[C:4]=1[CH2:9][C:10]([O:12][CH3:13])=[O:11]. The catalyst class is: 11. (6) Reactant: Cl.[F:2][C:3]([F:13])([F:12])[O:4][C:5]1[CH:10]=[CH:9][CH:8]=[CH:7][C:6]=1[NH2:11].[N:14]([O-])=O.[Na+].O.O.[Sn](Cl)[Cl:21]. Product: [ClH:21].[F:2][C:3]([F:12])([F:13])[O:4][C:5]1[CH:10]=[CH:9][CH:8]=[CH:7][C:6]=1[NH:11][NH2:14]. The catalyst class is: 6. (7) Reactant: [OH:1]/[N:2]=[C:3](/[C:5]1[CH:10]=[CH:9][C:8]([NH:11][C:12]([N:14]2[CH2:22][C:21]3[C:16](=[CH:17][CH:18]=[CH:19][CH:20]=3)[CH2:15]2)=[O:13])=[CH:7][CH:6]=1)\[NH2:4].[C:23](O)(=O)[CH2:24][CH2:25][CH3:26].O.ON1C2C=CC=CC=2N=N1.CN1CCOCC1.Cl.CN(C)CCCN=C=NCC. Product: [CH2:24]([C:23]1[O:1][N:2]=[C:3]([C:5]2[CH:10]=[CH:9][C:8]([NH:11][C:12]([N:14]3[CH2:15][C:16]4[C:21](=[CH:20][CH:19]=[CH:18][CH:17]=4)[CH2:22]3)=[O:13])=[CH:7][CH:6]=2)[N:4]=1)[CH2:25][CH3:26]. The catalyst class is: 42. (8) Reactant: [CH3:1][CH:2]([CH2:7][C@H:8]([C@@H:10]1[C@:27]2([CH3:28])[C@H:13]([C@H:14]3[C@H:24]([CH2:25][CH2:26]2)[C@:22]2([CH3:23])[C@@H:17]([CH2:18][C@H:19]([OH:29])[CH2:20][CH2:21]2)[CH2:16][C@H:15]3[OH:30])[CH2:12][CH2:11]1)[CH3:9])[C:3]([O:5]C)=[O:4].[OH-].[Na+].Cl. Product: [CH3:1][C@@H:2]([CH2:7][C@H:8]([C@@H:10]1[C@:27]2([CH3:28])[C@H:13]([C@H:14]3[C@H:24]([CH2:25][CH2:26]2)[C@:22]2([CH3:23])[C@@H:17]([CH2:18][C@H:19]([OH:29])[CH2:20][CH2:21]2)[CH2:16][C@H:15]3[OH:30])[CH2:12][CH2:11]1)[CH3:9])[C:3]([OH:5])=[O:4].[CH3:1][C@H:2]([CH2:7][C@H:8]([C@@H:10]1[C@:27]2([CH3:28])[C@H:13]([C@H:14]3[C@H:24]([CH2:25][CH2:26]2)[C@:22]2([CH3:23])[C@@H:17]([CH2:18][C@H:19]([OH:29])[CH2:20][CH2:21]2)[CH2:16][C@H:15]3[OH:30])[CH2:12][CH2:11]1)[CH3:9])[C:3]([OH:5])=[O:4]. The catalyst class is: 5. (9) Reactant: [CH3:1][O:2][C:3]1[C:4]([C:12]([CH3:14])=[CH2:13])=[N:5][C:6]([N+:9]([O-])=O)=[CH:7][CH:8]=1. Product: [CH:12]([C:4]1[N:5]=[C:6]([NH2:9])[CH:7]=[CH:8][C:3]=1[O:2][CH3:1])([CH3:14])[CH3:13]. The catalyst class is: 29. (10) Reactant: Cl[C:2]1[CH:3]=[C:4]([C:9]2[N:13]3[C:14]4[N:22]=[C:21]([O:23][CH3:24])[CH:20]=[CH:19][C:15]=4[N:16]=[C:17]([CH3:18])[C:12]3=[C:11]([CH3:25])[N:10]=2)[CH:5]=[C:6](Cl)[CH:7]=1.[F:26][C:27]([F:38])([F:37])C1C=C(B(O)O)C=CC=1.C([O-])([O-])=O.[K+].[K+]. Product: [CH3:24][O:23][C:21]1[CH:20]=[CH:19][C:15]2[N:16]=[C:17]([CH3:18])[C:12]3[N:13]([C:9]([C:4]4[CH:5]=[CH:6][CH:7]=[C:2]([C:27]([F:38])([F:37])[F:26])[CH:3]=4)=[N:10][C:11]=3[CH3:25])[C:14]=2[N:22]=1. The catalyst class is: 73.